Binary Classification. Given a drug SMILES string, predict its activity (active/inactive) in a high-throughput screening assay against a specified biological target. From a dataset of HIV replication inhibition screening data with 41,000+ compounds from the AIDS Antiviral Screen. (1) The drug is COC12CC(O)=C(C(C)=O)C(=O)C1(C)c1c(OC(C)=O)c(C)c(O)c(C(C)=O)c1O2. The result is 0 (inactive). (2) The drug is Cc1cn(CC2=NCC(C)(C)CN2)c(=O)[nH]c1=O.Cl. The result is 0 (inactive). (3) The drug is Cc1ccc2c(c1)P1c3cc(C)ccc3SP1S2. The result is 0 (inactive). (4) The drug is O=[N+]([O-])c1ccccc1S(=O)(=O)N1CCCc2cc(Cl)ccc21. The result is 0 (inactive). (5) The drug is CC1=CCCC2C1(C)CCC(C)C2(C)CC1=CC(=O)C(Sc2ccccc2)=CC1=O. The result is 0 (inactive). (6) The compound is CC(C)=CCCC(C)=CCCC(C)=CCCC=C(C)CCC=C(C)CCC1SC1(C)C. The result is 0 (inactive). (7) The drug is CCOC(=O)c1ccc(NC(=O)Nc2cc(C)ccn2)cc1. The result is 0 (inactive).